Dataset: Full USPTO retrosynthesis dataset with 1.9M reactions from patents (1976-2016). Task: Predict the reactants needed to synthesize the given product. (1) The reactants are: [C:1]1([C:7](=O)[CH2:8][CH:9]([C:12]#[N:13])[C:10]#[N:11])[CH:6]=[CH:5][CH:4]=[CH:3][CH:2]=1.C(N(CC)CC)C.[F:22][C:23]1[CH:28]=[CH:27][CH:26]=[CH:25][C:24]=1[SH:29]. Given the product [F:22][C:23]1[CH:28]=[CH:27][CH:26]=[CH:25][C:24]=1[S:29][C:10]1[NH:11][C:7]([C:1]2[CH:6]=[CH:5][CH:4]=[CH:3][CH:2]=2)=[CH:8][C:9]=1[C:12]#[N:13], predict the reactants needed to synthesize it. (2) Given the product [CH:1]1([S:4]([C:7]2[CH:12]=[N:11][CH:10]=[C:9]3[N:13]([C@@H:16]([CH2:20][CH:21]4[CH2:26][CH2:25][O:24][CH2:23][CH2:22]4)[C:17]([OH:19])=[O:18])[N:14]=[CH:15][C:8]=23)(=[O:5])=[O:6])[CH2:3][CH2:2]1, predict the reactants needed to synthesize it. The reactants are: [CH:1]1([S:4]([C:7]2[CH:12]=[N:11][CH:10]=[C:9]3[N:13]([C@@H:16]([CH2:20][CH:21]4[CH2:26][CH2:25][O:24][CH2:23][CH2:22]4)[C:17]([O-:19])=[O:18])[N:14]=[CH:15][C:8]=23)(=[O:6])=[O:5])[CH2:3][CH2:2]1.CN(C)C1C=CC(C[NH2+][C@@H](C2C=CC=CC=2)C)=CC=1.Cl.